This data is from Catalyst prediction with 721,799 reactions and 888 catalyst types from USPTO. The task is: Predict which catalyst facilitates the given reaction. (1) Reactant: [CH:1]1([CH:7]([NH:20][C:21]2[CH:26]=[CH:25][C:24]([C:27]([N:29]([CH3:37])[CH2:30][CH2:31][C:32]([O:34]CC)=[O:33])=[O:28])=[CH:23][CH:22]=2)[C:8]2[O:9][C:10]3[CH:18]=[CH:17][C:16]([F:19])=[CH:15][C:11]=3[C:12]=2[O:13][CH3:14])[CH2:6][CH2:5][CH2:4][CH2:3][CH2:2]1.[OH-].[Na+]. Product: [CH:1]1([CH:7]([NH:20][C:21]2[CH:22]=[CH:23][C:24]([C:27]([N:29]([CH3:37])[CH2:30][CH2:31][C:32]([OH:34])=[O:33])=[O:28])=[CH:25][CH:26]=2)[C:8]2[O:9][C:10]3[CH:18]=[CH:17][C:16]([F:19])=[CH:15][C:11]=3[C:12]=2[O:13][CH3:14])[CH2:6][CH2:5][CH2:4][CH2:3][CH2:2]1. The catalyst class is: 8. (2) Reactant: [CH3:1][C:2](=[CH2:33])[CH2:3][O:4][C@@H:5]1[CH2:9][N:8]([CH:10]2[CH2:15][CH2:14][O:13][CH2:12][CH2:11]2)[CH2:7][C@H:6]1[NH:16][C:17](=[O:32])[CH2:18][NH:19][C:20](=[O:31])[C:21]1[CH:26]=[CH:25][CH:24]=[C:23]([C:27]([F:30])([F:29])[F:28])[CH:22]=1. Product: [CH2:3]([O:4][C@@H:5]1[CH2:9][N:8]([CH:10]2[CH2:11][CH2:12][O:13][CH2:14][CH2:15]2)[CH2:7][C@H:6]1[NH:16][C:17](=[O:32])[CH2:18][NH:19][C:20](=[O:31])[C:21]1[CH:26]=[CH:25][CH:24]=[C:23]([C:27]([F:28])([F:29])[F:30])[CH:22]=1)[CH:2]([CH3:33])[CH3:1]. The catalyst class is: 5. (3) Reactant: [C:1]([C:4]1[N:5]=[C:6]([Cl:13])[S:7][C:8]=1[C:9]([O:11][CH3:12])=[O:10])(=[O:3])[CH3:2].[Cl:14]CCCl. Product: [Cl:13][C:6]1[S:7][C:8]([C:9]([O:11][CH3:12])=[O:10])=[C:4]([C:1](=[O:3])[CH2:2][Cl:14])[N:5]=1. The catalyst class is: 5. (4) Reactant: C([N:3]([CH2:6][CH3:7])[CH2:4][CH3:5])C.[CH2:8](Br)[CH:9]=[CH2:10].Cl[CH2:13]Cl.[CH3:15][O:16][C:17]1[C:18]([O:37][CH3:38])=[CH:19][C:20]2[S:24][C:23](/[CH:25]=[CH:26]/[CH:27]=[CH:28]/[C:29]3[CH:30]=CC(N)=[N:33][CH:34]=3)=[N:22][C:21]=2[CH:36]=1. Product: [CH2:8]([N:3]([CH2:4][CH:5]=[CH2:13])[C:6]1[CH:7]=[CH:30][C:29](/[CH:28]=[CH:27]/[CH:26]=[CH:25]/[C:23]2[S:24][C:20]3[CH:19]=[C:18]([O:37][CH3:38])[C:17]([O:16][CH3:15])=[CH:36][C:21]=3[N:22]=2)=[CH:34][N:33]=1)[CH:9]=[CH2:10]. The catalyst class is: 6.